This data is from Forward reaction prediction with 1.9M reactions from USPTO patents (1976-2016). The task is: Predict the product of the given reaction. (1) Given the reactants [OH:1][NH2:2].C([O:5][C:6](=O)[CH2:7][CH2:8][CH2:9][CH2:10][CH2:11][CH2:12][N:13]([C:20]1[CH:25]=[C:24]([C:26]2[CH:31]=[CH:30][CH:29]=[CH:28][C:27]=2[Cl:32])[CH:23]=[CH:22][N:21]=1)[C:14]1[CH:19]=[CH:18][CH:17]=[CH:16][N:15]=1)C, predict the reaction product. The product is: [OH:1][NH:2][C:6](=[O:5])[CH2:7][CH2:8][CH2:9][CH2:10][CH2:11][CH2:12][N:13]([C:20]1[CH:25]=[C:24]([C:26]2[CH:31]=[CH:30][CH:29]=[CH:28][C:27]=2[Cl:32])[CH:23]=[CH:22][N:21]=1)[C:14]1[CH:19]=[CH:18][CH:17]=[CH:16][N:15]=1. (2) Given the reactants NC1[S:3][C:4]2[CH:10]=[C:9]([O:11][CH3:12])[CH:8]=[CH:7][C:5]=2[N:6]=1.Cl.C(O)(=O)C, predict the reaction product. The product is: [CH3:12][O:11][C:9]1[CH:8]=[CH:7][C:5]([NH2:6])=[C:4]([SH:3])[CH:10]=1. (3) Given the reactants CO.[C:3]([OH:8])(=[O:7])[C:4]([CH3:6])=O.[C:9]1([C@@H:15]([NH2:17])[CH3:16])[CH:14]=[CH:13][CH:12]=[CH:11][CH:10]=1.C(O)=O, predict the reaction product. The product is: [C:9]1([C@@H:15]([NH:17][CH:4]([CH3:6])[C:3]([OH:8])=[O:7])[CH3:16])[CH:14]=[CH:13][CH:12]=[CH:11][CH:10]=1. (4) Given the reactants [C:1]([O:4][C:5]1[CH:6]=[C:7]([CH:11]=[C:12]([O:18][C:19](=[O:21])[CH3:20])[C:13]=1[O:14][C:15](=[O:17])[CH3:16])[C:8](O)=O)(=[O:3])[CH3:2].S(Cl)(Cl)=O.[C:26]([O:29][C:30]1[CH:37]=[CH:36][C:33]([CH:34]=C)=[CH:32][CH:31]=1)(=[O:28])[CH3:27].C(N1CCOCC1)C, predict the reaction product. The product is: [C:1]([O:4][C:5]1[CH:6]=[C:7](/[CH:8]=[CH:34]/[C:33]2[CH:32]=[CH:31][C:30]([O:29][C:26](=[O:28])[CH3:27])=[CH:37][CH:36]=2)[CH:11]=[C:12]([O:18][C:19](=[O:21])[CH3:20])[C:13]=1[O:14][C:15](=[O:17])[CH3:16])(=[O:3])[CH3:2]. (5) Given the reactants [S:1]=[C:2]1[NH:6][C@H:5]([C:7]([O:9][C:10]([CH3:13])([CH3:12])[CH3:11])=[O:8])[CH2:4][CH2:3]1.[CH2:14]1COCC1, predict the reaction product. The product is: [CH3:14][S:1][C:2]1[CH2:3][CH2:4][C@@H:5]([C:7]([O:9][C:10]([CH3:13])([CH3:12])[CH3:11])=[O:8])[N:6]=1. (6) Given the reactants C(O[C:9]([CH:11]1[N:15]([C:16]([OH:18])=[O:17])[C:14]2([CH2:23][CH2:22][O:21][CH2:20][CH2:19]2)[O:13][CH2:12]1)=[O:10])C1C=CC=CC=1.CN(C(ON1N=N[C:34]2[CH:35]=[CH:36][CH:37]=N[C:33]1=2)=[N+](C)C)C.F[P-](F)(F)(F)(F)F.[CH3:48][CH2:49]N(C(C)C)C(C)C.[NH2:57][C:58]1[S:59][CH:60]=[C:61]([C:63]2[CH:77]=[CH:76][C:66]([C:67]([NH:69][C:70]3[CH:71]=[N:72][CH:73]=[CH:74][CH:75]=3)=[O:68])=[CH:65][CH:64]=2)[N:62]=1, predict the reaction product. The product is: [CH2:33]([O:18][C:16]([N:15]1[C:14]2([CH2:19][CH2:20][O:21][CH2:22][CH2:23]2)[O:13][CH2:12][CH:11]1[C:9](=[O:10])[NH:57][C:58]1[S:59][CH:60]=[C:61]([C:63]2[CH:64]=[CH:65][C:66]([C:67](=[O:68])[NH:69][C:70]3[CH:71]=[N:72][CH:73]=[CH:74][CH:75]=3)=[CH:76][CH:77]=2)[N:62]=1)=[O:17])[C:34]1[CH:49]=[CH:48][CH:37]=[CH:36][CH:35]=1. (7) Given the reactants [C:1]([O:10][CH3:11])(=[O:9])[C:2]1[C:3](=[CH:5][CH:6]=[CH:7][CH:8]=1)[OH:4].Cl.Cl[CH2:14][C:15]1[CH:20]=[CH:19][N:18]=[CH:17][CH:16]=1.C(=O)([O-])[O-].[K+].[K+], predict the reaction product. The product is: [N:18]1[CH:19]=[CH:20][C:15]([CH2:14][O:4][C:3]2[CH:5]=[CH:6][CH:7]=[CH:8][C:2]=2[C:1]([O:10][CH3:11])=[O:9])=[CH:16][CH:17]=1. (8) Given the reactants [CH3:1][CH:2]([C:4]1[CH:5]=[N:6][C:7]2[C:12]([C:13]=1[C:14]1[CH:19]=[CH:18][CH:17]=[C:16]([OH:20])[CH:15]=1)=[CH:11][CH:10]=[CH:9][C:8]=2[Cl:21])[CH3:3].[CH3:22][C:23]1[CH:31]=[CH:30][C:29]([S:32]([N:35]2[CH2:40][CH2:39][O:38][CH2:37][CH2:36]2)(=[O:34])=[O:33])=[CH:28][C:24]=1[C:25](O)=[O:26], predict the reaction product. The product is: [CH3:22][C:23]1[CH:31]=[CH:30][C:29]([S:32]([N:35]2[CH2:40][CH2:39][O:38][CH2:37][CH2:36]2)(=[O:34])=[O:33])=[CH:28][C:24]=1[C:25]([O:20][C:16]1[CH:17]=[CH:18][CH:19]=[C:14]([C:13]2[C:12]3[C:7](=[C:8]([Cl:21])[CH:9]=[CH:10][CH:11]=3)[N:6]=[CH:5][C:4]=2[CH:2]([CH3:1])[CH3:3])[CH:15]=1)=[O:26].